From a dataset of Catalyst prediction with 721,799 reactions and 888 catalyst types from USPTO. Predict which catalyst facilitates the given reaction. (1) Reactant: [NH2:1][C:2]1[NH:7][C:6]([S:8][CH2:9][C:10]2[CH:15]=[CH:14][CH:13]=[CH:12][CH:11]=2)=[N:5][C:4](=[O:16])[C:3]=1[S:17][CH2:18][C:19]([O:21]CC)=O.C1(C)C=CC(S(O)(=O)=O)=CC=1. Product: [C:10]1([CH2:9][S:8][C:6]2[NH:7][C:2]3[NH:1][C:19](=[O:21])[CH2:18][S:17][C:3]=3[C:4](=[O:16])[N:5]=2)[CH:15]=[CH:14][CH:13]=[CH:12][CH:11]=1. The catalyst class is: 11. (2) Reactant: [OH:1][CH:2]1[CH2:7][CH2:6][N:5]([C:8]([O:10][C:11]([CH3:14])([CH3:13])[CH3:12])=[O:9])[CH2:4][CH:3]1[C:15]([F:18])([F:17])[F:16].[H-].[Na+].I[CH3:22]. Product: [C:11]([O:10][C:8]([N:5]1[CH2:6][CH2:7][CH:2]([O:1][CH3:22])[CH:3]([C:15]([F:18])([F:16])[F:17])[CH2:4]1)=[O:9])([CH3:12])([CH3:13])[CH3:14]. The catalyst class is: 7. (3) Reactant: Br[C:2]1[C:8]([F:9])=[CH:7][C:5]([NH2:6])=[C:4]([Cl:10])[C:3]=1[F:11].[CH:12]1(B(O)O)[CH2:14][CH2:13]1.[O-]P([O-])([O-])=O.[K+].[K+].[K+].C1(P(C2CCCCC2)C2CCCCC2)CCCCC1. Product: [CH:12]1([C:2]2[C:8]([F:9])=[CH:7][C:5]([NH2:6])=[C:4]([Cl:10])[C:3]=2[F:11])[CH2:14][CH2:13]1. The catalyst class is: 874. (4) Reactant: [CH:1]1([CH2:7][NH2:8])[CH2:6][CH2:5][CH2:4][CH2:3][CH2:2]1.[CH3:9][O:10][C:11](=[O:16])[CH2:12][C:13](=O)[CH3:14].[CH3:17][O:18][C:19](=[O:22])[C:20]#[CH:21]. Product: [CH3:17][O:18][C:19](=[O:22])[CH:20]=[CH:21][C:12](=[C:13]([NH:8][CH2:7][CH:1]1[CH2:6][CH2:5][CH2:4][CH2:3][CH2:2]1)[CH3:14])[C:11]([O:10][CH3:9])=[O:16]. The catalyst class is: 5.